From a dataset of Peptide-MHC class II binding affinity with 134,281 pairs from IEDB. Regression. Given a peptide amino acid sequence and an MHC pseudo amino acid sequence, predict their binding affinity value. This is MHC class II binding data. (1) The peptide sequence is AFKVAATAANAAPAN. The MHC is HLA-DPA10103-DPB10201 with pseudo-sequence HLA-DPA10103-DPB10201. The binding affinity (normalized) is 0.189. (2) The peptide sequence is LSELPDFLAKKGGEA. The MHC is DRB3_0101 with pseudo-sequence DRB3_0101. The binding affinity (normalized) is 0. (3) The peptide sequence is MYKECEWPLTHTIGT. The MHC is DRB1_0801 with pseudo-sequence DRB1_0801. The binding affinity (normalized) is 0.